Dataset: Experimentally validated miRNA-target interactions with 360,000+ pairs, plus equal number of negative samples. Task: Binary Classification. Given a miRNA mature sequence and a target amino acid sequence, predict their likelihood of interaction. Result: 1 (interaction). The miRNA is hsa-miR-4539 with sequence GCUGAACUGGGCUGAGCUGGGC. The protein sequence of the target gene is MTETREPAETGGYASLEEDDEDLSPGPEHSSDSEYTLSEPDSEEEEDEEEEEEETTDDPEYDPGYKVKQRLGGGRGGPSRRAPRAAQPPAQPCQLCGRSPLGEAPPGTPPCRLCCPATAPQEAPAPEGRALGEEEEEPPRAGEGRPAGREEEEEEEEEGTYHCTECEDSFDNLGELHGHFMLHARGEV.